Predict which catalyst facilitates the given reaction. From a dataset of Catalyst prediction with 721,799 reactions and 888 catalyst types from USPTO. (1) Reactant: [F:1][C:2]([F:10])([F:9])[C:3]([OH:8])([CH2:6][OH:7])[CH2:4][OH:5].[C:11]1([CH3:21])[CH:16]=[CH:15][C:14]([S:17](Cl)(=[O:19])=[O:18])=[CH:13][CH:12]=1. Product: [CH3:21][C:11]1[CH:16]=[CH:15][C:14]([S:17]([O:5][CH2:4][C:3]([OH:8])([CH2:6][O:7][S:17]([C:14]2[CH:15]=[CH:16][C:11]([CH3:21])=[CH:12][CH:13]=2)(=[O:19])=[O:18])[C:2]([F:10])([F:9])[F:1])(=[O:19])=[O:18])=[CH:13][CH:12]=1. The catalyst class is: 17. (2) Reactant: [CH2:1]([N:3]1[C:11]2[C:6](=[CH:7][CH:8]=[C:9]([O:12][CH3:13])[CH:10]=2)[C:5]([C:14](=[N:16][OH:17])[CH3:15])=[CH:4]1)[CH3:2].[Li][CH2:19]CCC.CN(C=O)C.O. Product: [CH2:1]([N:3]1[C:11]2[C:6](=[CH:7][CH:8]=[C:9]([O:12][CH3:13])[CH:10]=2)[C:5]([C:14]2[CH:15]=[CH:19][O:17][N:16]=2)=[CH:4]1)[CH3:2]. The catalyst class is: 1. (3) Reactant: [Si:1]([O:8][CH2:9][C:10]#[C:11][C:12]1([OH:25])[CH2:17][CH2:16][N:15]([C:18]([O:20][C:21]([CH3:24])([CH3:23])[CH3:22])=[O:19])[CH2:14][CH2:13]1)([C:4]([CH3:7])([CH3:6])[CH3:5])([CH3:3])[CH3:2].[Li]CCCC.[C:31](Cl)(=[O:34])[O:32][CH3:33]. Product: [C:21]([O:20][C:18]([N:15]1[CH2:16][CH2:17][C:12]([C:11]#[C:10][CH2:9][O:8][Si:1]([C:4]([CH3:7])([CH3:6])[CH3:5])([CH3:3])[CH3:2])([O:25][C:31]([O:32][CH3:33])=[O:34])[CH2:13][CH2:14]1)=[O:19])([CH3:24])([CH3:23])[CH3:22]. The catalyst class is: 1.